Dataset: Peptide-MHC class I binding affinity with 185,985 pairs from IEDB/IMGT. Task: Regression. Given a peptide amino acid sequence and an MHC pseudo amino acid sequence, predict their binding affinity value. This is MHC class I binding data. (1) The peptide sequence is FDAWFSQRGG. The MHC is HLA-B44:03 with pseudo-sequence HLA-B44:03. The binding affinity (normalized) is 0.0412. (2) The peptide sequence is HMIDKLFYV. The MHC is HLA-A02:11 with pseudo-sequence HLA-A02:11. The binding affinity (normalized) is 1.00.